From a dataset of Reaction yield outcomes from USPTO patents with 853,638 reactions. Predict the reaction yield, written as a fraction of the theoretical maximum amount of product (1.0 means a 100% yield; for example, 0.34 means a 34% yield). The reactants are O.OC1C2N=NNC=2C=CC=1.[C:12]([O:16][C:17]([NH:19][C@H:20]([C:25]([OH:27])=O)[CH2:21][CH:22]([CH3:24])[CH3:23])=[O:18])([CH3:15])([CH3:14])[CH3:13].[NH2:28][C:29]1[CH:30]=[C:31]([CH:36]=[CH:37][C:38]=1[NH2:39])[C:32]([O:34][CH3:35])=[O:33].C(N(CC)CC)C. The catalyst is CN(C)C=O.O. The product is [CH3:35][O:34][C:32](=[O:33])[C:31]1[CH:36]=[CH:37][C:38]([NH2:39])=[C:29]([NH:28][C:25](=[O:27])[CH:20]([NH:19][C:17]([O:16][C:12]([CH3:13])([CH3:14])[CH3:15])=[O:18])[CH2:21][CH:22]([CH3:23])[CH3:24])[CH:30]=1. The yield is 0.400.